From a dataset of NCI-60 drug combinations with 297,098 pairs across 59 cell lines. Regression. Given two drug SMILES strings and cell line genomic features, predict the synergy score measuring deviation from expected non-interaction effect. (1) Drug 1: CN(CC1=CN=C2C(=N1)C(=NC(=N2)N)N)C3=CC=C(C=C3)C(=O)NC(CCC(=O)O)C(=O)O. Drug 2: CC12CCC3C(C1CCC2OP(=O)(O)O)CCC4=C3C=CC(=C4)OC(=O)N(CCCl)CCCl.[Na+]. Cell line: NCI/ADR-RES. Synergy scores: CSS=-6.18, Synergy_ZIP=2.57, Synergy_Bliss=0.836, Synergy_Loewe=-3.78, Synergy_HSA=-3.83. (2) Drug 1: CN1CCC(CC1)COC2=C(C=C3C(=C2)N=CN=C3NC4=C(C=C(C=C4)Br)F)OC. Drug 2: CN(C)C1=NC(=NC(=N1)N(C)C)N(C)C. Cell line: OVCAR3. Synergy scores: CSS=20.6, Synergy_ZIP=-4.79, Synergy_Bliss=1.47, Synergy_Loewe=-20.6, Synergy_HSA=-0.760. (3) Drug 1: CC1=C(N=C(N=C1N)C(CC(=O)N)NCC(C(=O)N)N)C(=O)NC(C(C2=CN=CN2)OC3C(C(C(C(O3)CO)O)O)OC4C(C(C(C(O4)CO)O)OC(=O)N)O)C(=O)NC(C)C(C(C)C(=O)NC(C(C)O)C(=O)NCCC5=NC(=CS5)C6=NC(=CS6)C(=O)NCCC[S+](C)C)O. Drug 2: CC12CCC3C(C1CCC2O)C(CC4=C3C=CC(=C4)O)CCCCCCCCCS(=O)CCCC(C(F)(F)F)(F)F. Cell line: MCF7. Synergy scores: CSS=38.5, Synergy_ZIP=-2.69, Synergy_Bliss=-2.86, Synergy_Loewe=-6.10, Synergy_HSA=0.428.